This data is from Catalyst prediction with 721,799 reactions and 888 catalyst types from USPTO. The task is: Predict which catalyst facilitates the given reaction. Reactant: C(OC([N:8]1[CH2:13][CH2:12][CH:11]([CH2:14][N:15]([CH:19]2[CH2:28][CH2:27][C:26]3[C:21](=[CH:22][C:23]([N+:29]([O-:31])=[O:30])=[CH:24][CH:25]=3)[CH2:20]2)[CH2:16][CH2:17][CH3:18])[CH2:10][CH2:9]1)=O)(C)(C)C.C(NC(N1CCC(CN(CC)C2CCC3C(=CC(NC(=O)C4C=CC(S(C)(=O)=O)=CC=4)=CC=3)C2)CC1)=O)(C)C.FC(F)(F)C(O)=O. Product: [N+:29]([C:23]1[CH:22]=[C:21]2[C:26]([CH2:27][CH2:28][CH:19]([N:15]([CH2:14][CH:11]3[CH2:10][CH2:9][NH:8][CH2:13][CH2:12]3)[CH2:16][CH2:17][CH3:18])[CH2:20]2)=[CH:25][CH:24]=1)([O-:31])=[O:30]. The catalyst class is: 2.